Dataset: Peptide-MHC class I binding affinity with 185,985 pairs from IEDB/IMGT. Task: Regression. Given a peptide amino acid sequence and an MHC pseudo amino acid sequence, predict their binding affinity value. This is MHC class I binding data. The peptide sequence is PLRNTHPQA. The MHC is Patr-A0701 with pseudo-sequence Patr-A0701. The binding affinity (normalized) is 0.